Binary Classification. Given a drug SMILES string, predict its activity (active/inactive) in a high-throughput screening assay against a specified biological target. From a dataset of Kir2.1 potassium channel HTS with 301,493 compounds. The molecule is S(c1oc(nn1)c1c(NC(=O)c2ccccc2)cccc1)CC(=O)Nc1sc(nn1)CC. The result is 0 (inactive).